Predict the reactants needed to synthesize the given product. From a dataset of Full USPTO retrosynthesis dataset with 1.9M reactions from patents (1976-2016). (1) Given the product [F:3][C:4]1[C:5]([C:12]([F:15])([F:14])[F:13])=[CH:6][C:7]([C:21]2[CH:26]=[CH:25][N:24]=[N:23][CH:22]=2)=[C:8]([OH:10])[CH:9]=1, predict the reactants needed to synthesize it. The reactants are: [F-].[Cs+].[F:3][C:4]1[C:5]([C:12]([F:15])([F:14])[F:13])=[CH:6][C:7](I)=[C:8]([OH:10])[CH:9]=1.C([Sn](CCCC)(CCCC)[C:21]1[CH:26]=[CH:25][N:24]=[N:23][CH:22]=1)CCC.CN(C)C=O. (2) The reactants are: [CH3:1][C:2]1[C:7]([O:8][CH3:9])=[C:6]([CH3:10])[C:5]([C:11]2[C:16]([CH3:17])=[C:15]([O:18][CH3:19])[C:14]([CH3:20])=[CH:13][C:12]=2[P:21]([C:33]2[CH:38]=[C:37]([CH3:39])[C:36]([O:40][CH3:41])=[C:35]([CH3:42])[CH:34]=2)([C:23]2[CH:28]=[C:27]([CH3:29])[C:26]([O:30][CH3:31])=[C:25]([CH3:32])[CH:24]=2)=O)=[C:4]([P:43]([C:55]2[CH:60]=[C:59]([CH3:61])[C:58]([O:62][CH3:63])=[C:57]([CH3:64])[CH:56]=2)([C:45]2[CH:50]=[C:49]([CH3:51])[C:48]([O:52][CH3:53])=[C:47]([CH3:54])[CH:46]=2)=O)[CH:3]=1.C(N(CC)CC)C.Cl[SiH](Cl)Cl. Given the product [CH3:20][C:14]1[C:15]([O:18][CH3:19])=[C:16]([CH3:17])[C:11]([C:5]2[C:6]([CH3:10])=[C:7]([O:8][CH3:9])[C:2]([CH3:1])=[CH:3][C:4]=2[P:43]([C:45]2[CH:50]=[C:49]([CH3:51])[C:48]([O:52][CH3:53])=[C:47]([CH3:54])[CH:46]=2)[C:55]2[CH:56]=[C:57]([CH3:64])[C:58]([O:62][CH3:63])=[C:59]([CH3:61])[CH:60]=2)=[C:12]([P:21]([C:33]2[CH:38]=[C:37]([CH3:39])[C:36]([O:40][CH3:41])=[C:35]([CH3:42])[CH:34]=2)[C:23]2[CH:24]=[C:25]([CH3:32])[C:26]([O:30][CH3:31])=[C:27]([CH3:29])[CH:28]=2)[CH:13]=1, predict the reactants needed to synthesize it. (3) Given the product [CH3:37][N:38]([CH3:42])[CH2:39][CH2:40][NH:41][C:24]([C:19]1[NH:20][C:21]2[C:17]([C:18]=1[C:27]1[CH:32]=[CH:31][CH:30]=[C:29]([C:33]([F:36])([F:34])[F:35])[CH:28]=1)=[CH:16][C:15]([NH:14][S:11]([C:8]1[CH:9]=[CH:10][C:5]([C:1]([CH3:4])([CH3:3])[CH3:2])=[CH:6][CH:7]=1)(=[O:13])=[O:12])=[CH:23][CH:22]=2)=[O:25], predict the reactants needed to synthesize it. The reactants are: [C:1]([C:5]1[CH:10]=[CH:9][C:8]([S:11]([NH:14][C:15]2[CH:16]=[C:17]3[C:21](=[CH:22][CH:23]=2)[NH:20][C:19]([C:24](O)=[O:25])=[C:18]3[C:27]2[CH:32]=[CH:31][CH:30]=[C:29]([C:33]([F:36])([F:35])[F:34])[CH:28]=2)(=[O:13])=[O:12])=[CH:7][CH:6]=1)([CH3:4])([CH3:3])[CH3:2].[CH3:37][N:38]([CH3:42])[CH2:39][CH2:40][NH2:41].